From a dataset of Forward reaction prediction with 1.9M reactions from USPTO patents (1976-2016). Predict the product of the given reaction. Given the reactants [C:1]([OH:8])(=O)[CH2:2][CH2:3][C:4]([CH3:6])=O.[CH2:9]([NH2:19])[CH2:10][CH2:11][CH2:12][CH2:13][CH2:14][CH2:15][CH2:16][CH2:17][CH3:18], predict the reaction product. The product is: [CH3:6][CH:4]1[N:19]([CH2:9][CH2:10][CH2:11][CH2:12][CH2:13][CH2:14][CH2:15][CH2:16][CH2:17][CH3:18])[C:1](=[O:8])[CH2:2][CH2:3]1.